This data is from Reaction yield outcomes from USPTO patents with 853,638 reactions. The task is: Predict the reaction yield, written as a fraction of the theoretical maximum amount of product (1.0 means a 100% yield; for example, 0.34 means a 34% yield). (1) The reactants are [F:1][C:2]([F:40])([F:39])[C:3]1[CH:4]=[C:5]([C:13]([CH3:38])([CH3:37])[C:14]([N:16]([CH3:36])[C:17]2[CH:18]=[N:19][C:20]([N:30]3[CH2:35][CH2:34]S[CH2:32][CH2:31]3)=[CH:21][C:22]=2[C:23]2[CH:28]=[CH:27][CH:26]=[CH:25][C:24]=2[CH3:29])=[O:15])[CH:6]=[C:7]([C:9]([F:12])([F:11])[F:10])[CH:8]=1.O[O:42][S:43]([O-:45])=O.[K+].S([O-])(O)=O.[Na+].C(=O)([O-])[O-].[Na+].[Na+]. The catalyst is CO. The product is [F:12][C:9]([F:10])([F:11])[C:7]1[CH:6]=[C:5]([C:13]([CH3:38])([CH3:37])[C:14]([N:16]([C:17]2[CH:18]=[N:19][C:20]([N:30]3[CH2:31][CH2:32][S:43](=[O:45])(=[O:42])[CH2:34][CH2:35]3)=[CH:21][C:22]=2[C:23]2[CH:28]=[CH:27][CH:26]=[CH:25][C:24]=2[CH3:29])[CH3:36])=[O:15])[CH:4]=[C:3]([C:2]([F:39])([F:40])[F:1])[CH:8]=1. The yield is 0.930. (2) The reactants are [CH3:1][O:2][C:3]1[CH:8]=[C:7]([CH3:9])[NH:6][C:5](=[O:10])[C:4]=1[CH2:11][NH:12][C:13]([C:15]1[C:23]2[C:18](=[N:19][C:20]([N:24]3[CH2:29][CH2:28][N:27](C(OC(C)(C)C)=O)[CH2:26][CH2:25]3)=[CH:21][CH:22]=2)[N:17]([CH:37]([CH3:41])[CH2:38][O:39][CH3:40])[C:16]=1[CH3:42])=[O:14].Cl. The catalyst is CO. The product is [CH3:1][O:2][C:3]1[CH:8]=[C:7]([CH3:9])[NH:6][C:5](=[O:10])[C:4]=1[CH2:11][NH:12][C:13]([C:15]1[C:23]2[C:18](=[N:19][C:20]([N:24]3[CH2:25][CH2:26][NH:27][CH2:28][CH2:29]3)=[CH:21][CH:22]=2)[N:17]([CH:37]([CH3:41])[CH2:38][O:39][CH3:40])[C:16]=1[CH3:42])=[O:14]. The yield is 0.247. (3) The reactants are [NH2:1][C:2]1[CH:10]=[CH:9][CH:8]=[C:7]([Cl:11])[C:3]=1[C:4]([OH:6])=O.O=S(Cl)Cl.[Cl:16][C:17]1[CH:23]=[CH:22][CH:21]=[CH:20][C:18]=1[NH2:19].C(Cl)(Cl)Cl. The catalyst is C1C=CC=CC=1. The product is [NH2:1][C:2]1[CH:10]=[CH:9][CH:8]=[C:7]([Cl:11])[C:3]=1[C:4]([NH:19][C:18]1[CH:20]=[CH:21][CH:22]=[CH:23][C:17]=1[Cl:16])=[O:6]. The yield is 0.260. (4) The reactants are [C:1]([N-:8][C:9]([O:11][C:12]([CH3:15])([CH3:14])[CH3:13])=[O:10])([O:3][C:4]([CH3:7])([CH3:6])[CH3:5])=[O:2].[K+].CS(O[CH2:22][C:23]1[C:24]([C:39]([F:42])([F:41])[F:40])=[N:25][CH:26]=[C:27]([C:29]2[CH:30]=[N:31][C:32]([C:35]([F:38])([F:37])[F:36])=[N:33][CH:34]=2)[CH:28]=1)(=O)=O.[I-].[Na+]. The catalyst is C1COCC1. The product is [C:12]([O:11][C:9]([N:8]([CH2:22][C:23]1[C:24]([C:39]([F:42])([F:40])[F:41])=[N:25][CH:26]=[C:27]([C:29]2[CH:34]=[N:33][C:32]([C:35]([F:36])([F:37])[F:38])=[N:31][CH:30]=2)[CH:28]=1)[C:1](=[O:2])[O:3][C:4]([CH3:6])([CH3:7])[CH3:5])=[O:10])([CH3:15])([CH3:14])[CH3:13]. The yield is 0.710.